This data is from Reaction yield outcomes from USPTO patents with 853,638 reactions. The task is: Predict the reaction yield, written as a fraction of the theoretical maximum amount of product (1.0 means a 100% yield; for example, 0.34 means a 34% yield). (1) The reactants are Br[C:2]1[CH:3]=[C:4]([CH3:17])[C:5]2[N:9]=[CH:8][N:7]([CH:10]3[CH2:15][CH2:14][CH2:13][CH2:12][O:11]3)[C:6]=2[CH:16]=1.[B:18]1([B:18]2[O:22][C:21]([CH3:24])([CH3:23])[C:20]([CH3:26])([CH3:25])[O:19]2)[O:22][C:21]([CH3:24])([CH3:23])[C:20]([CH3:26])([CH3:25])[O:19]1.ClCCl.C([O-])(=O)C.[K+]. The catalyst is C1C=CC(P(C2C=CC=CC=2)[C-]2C=CC=C2)=CC=1.C1C=CC(P(C2C=CC=CC=2)[C-]2C=CC=C2)=CC=1.Cl[Pd]Cl.[Fe+2].CS(C)=O. The product is [CH3:17][C:4]1[C:5]2[N:9]=[CH:8][N:7]([CH:10]3[CH2:15][CH2:14][CH2:13][CH2:12][O:11]3)[C:6]=2[CH:16]=[C:2]([B:18]2[O:22][C:21]([CH3:24])([CH3:23])[C:20]([CH3:26])([CH3:25])[O:19]2)[CH:3]=1. The yield is 0.770. (2) The reactants are Br[CH:2]1[NH:7][CH2:6][CH2:5][N:4]([C:8]2[CH:13]=[CH:12][C:11]([F:14])=[CH:10][CH:9]=2)[CH2:3]1.[CH3:15][C:16]([CH3:20])([CH3:19])[CH:17]=[O:18].[CH3:21][N:22]1[CH2:27][CH2:26][NH:25][CH2:24][CH2:23]1. The catalyst is CN1CCCC1=O.C(Cl)Cl. The product is [CH3:15][C:16]([CH3:20])([CH2:19][N:25]1[CH2:26][CH2:27][N:22]([CH3:21])[CH2:23][CH2:24]1)[C:17]([N:7]1[CH2:6][CH2:5][N:4]([C:8]2[CH:13]=[CH:12][C:11]([F:14])=[CH:10][CH:9]=2)[CH2:3][CH2:2]1)=[O:18]. The yield is 0.210.